This data is from Full USPTO retrosynthesis dataset with 1.9M reactions from patents (1976-2016). The task is: Predict the reactants needed to synthesize the given product. Given the product [CH3:42][O:43][CH2:44][C:45]1[CH:46]=[CH:47][C:48]([O:53][C:54]([F:55])([F:56])[F:57])=[C:49]([CH:50]=1)[CH2:51][NH:52][C:37](=[O:38])[NH:1][C:2]1[N:6]([C:7]2[CH:12]=[CH:11][CH:10]=[CH:9][CH:8]=2)[N:5]=[C:4]([O:13][CH2:14][CH:15]2[CH2:19][CH2:18][N:17]([C:20]([O:22][C:23]([CH3:24])([CH3:26])[CH3:25])=[O:21])[CH2:16]2)[C:3]=1[CH3:27], predict the reactants needed to synthesize it. The reactants are: [NH2:1][C:2]1[N:6]([C:7]2[CH:12]=[CH:11][CH:10]=[CH:9][CH:8]=2)[N:5]=[C:4]([O:13][CH2:14][CH:15]2[CH2:19][CH2:18][N:17]([C:20]([O:22][C:23]([CH3:26])([CH3:25])[CH3:24])=[O:21])[CH2:16]2)[C:3]=1[CH3:27].C1(C2C=CC([CH2:37][O:38]C)=CC=2CN)CC1.[CH3:42][O:43][CH2:44][C:45]1[CH:46]=[CH:47][C:48]([O:53][C:54]([F:57])([F:56])[F:55])=[C:49]([CH2:51][NH2:52])[CH:50]=1.